This data is from Full USPTO retrosynthesis dataset with 1.9M reactions from patents (1976-2016). The task is: Predict the reactants needed to synthesize the given product. Given the product [F:17][C:12]1[CH:13]=[CH:14][CH:15]=[C:16]2[C:11]=1[N:10]=[CH:9][CH:8]=[C:7]2[C:22](=[O:24])[CH3:23], predict the reactants needed to synthesize it. The reactants are: FC(F)(F)S(O[C:7]1[C:16]2[C:11](=[C:12]([F:17])[CH:13]=[CH:14][CH:15]=2)[N:10]=[CH:9][CH:8]=1)(=O)=O.[Li+].[Cl-].[CH2:22]([O:24]C([Sn](CCCC)(CCCC)CCCC)=C)[CH3:23].C([O-])(O)=O.[Na+].